The task is: Predict the product of the given reaction.. This data is from Forward reaction prediction with 1.9M reactions from USPTO patents (1976-2016). Given the reactants [CH:1]([C:4]1[CH:9]=[CH:8][C:7]([S:10]([C:13]2[CH:18]=[CH:17][CH:16]=[CH:15][CH:14]=2)(=[O:12])=[O:11])=[CH:6][C:5]=1[S:19]([Cl:22])(=[O:21])=[O:20])([CH3:3])[CH3:2].[CH:23]([N:26]([CH:29]([CH3:31])[CH3:30])[CH2:27]C)([CH3:25])[CH3:24].ClCCl.[C:35](#[N:37])C, predict the reaction product. The product is: [ClH:22].[CH:1]([C:4]1[CH:9]=[CH:8][C:7]([S:10]([C:13]2[CH:18]=[CH:17][CH:16]=[CH:15][CH:14]=2)(=[O:12])=[O:11])=[CH:6][C:5]=1[S:19]([NH:37][CH:35]1[CH2:31][C@H:29]2[N:26]([CH3:27])[C@H:23]([CH2:25][CH2:30]2)[CH2:24]1)(=[O:21])=[O:20])([CH3:3])[CH3:2].